This data is from Reaction yield outcomes from USPTO patents with 853,638 reactions. The task is: Predict the reaction yield, written as a fraction of the theoretical maximum amount of product (1.0 means a 100% yield; for example, 0.34 means a 34% yield). (1) The reactants are [C:1]([N:9]=[C:10]=[S:11])(=[O:8])[C:2]1[CH:7]=[CH:6][CH:5]=[CH:4][CH:3]=1.[NH2:12][C:13]([CH2:18][CH3:19])([CH2:16][CH3:17])[CH2:14][OH:15].CCCCCC. The catalyst is O1CCCC1. The product is [CH2:16]([C:13]([NH:12][C:10]([NH:9][C:1](=[O:8])[C:2]1[CH:7]=[CH:6][CH:5]=[CH:4][CH:3]=1)=[S:11])([CH2:14][OH:15])[CH2:18][CH3:19])[CH3:17]. The yield is 0.800. (2) The reactants are [O:1]=[C:2]1[C:11]2[C:6](=[CH:7][CH:8]=[CH:9][CH:10]=2)[N:5]=[C:4]([CH2:12][CH2:13][CH2:14][C:15]([OH:17])=O)[NH:3]1.FC(F)(F)C(O)=O.[NH:25]1[CH2:30][CH2:29][CH:28]([C:31]2[O:32][C:33]([C:36]3[CH:41]=[CH:40][CH:39]=[CH:38][N:37]=3)=[N:34][N:35]=2)[CH2:27][CH2:26]1. No catalyst specified. The product is [O:17]=[C:15]([N:25]1[CH2:30][CH2:29][CH:28]([C:31]2[O:32][C:33]([C:36]3[CH:41]=[CH:40][CH:39]=[CH:38][N:37]=3)=[N:34][N:35]=2)[CH2:27][CH2:26]1)[CH2:14][CH2:13][CH2:12][C:4]1[NH:3][C:2](=[O:1])[C:11]2[C:6](=[CH:7][CH:8]=[CH:9][CH:10]=2)[N:5]=1. The yield is 0.310. (3) The reactants are [NH2:1][C:2]1[CH:3]=[C:4]([C:22]([Cl:25])=[CH:23][N:24]=1)[C:5]([NH:7][CH:8]([C:10]1[CH:11]=[N:12][C:13]([O:16][CH2:17][C:18]([F:21])([F:20])[F:19])=[CH:14][CH:15]=1)[CH3:9])=[O:6].[C:26](Cl)(=[O:29])[CH2:27][CH3:28]. No catalyst specified. The product is [Cl:25][C:22]1[C:4]([C:5]([NH:7][CH:8]([C:10]2[CH:11]=[N:12][C:13]([O:16][CH2:17][C:18]([F:21])([F:19])[F:20])=[CH:14][CH:15]=2)[CH3:9])=[O:6])=[CH:3][C:2]([NH:1][C:26](=[O:29])[CH2:27][CH3:28])=[N:24][CH:23]=1. The yield is 0.440. (4) The reactants are Br[C:2]1[O:6][C:5]([CH:7]=[O:8])=[CH:4][CH:3]=1.[Cl:9][C:10]1[CH:11]=[C:12](B(O)O)[CH:13]=[C:14]([Cl:16])[CH:15]=1.C(=O)([O-])[O-].[K+].[K+]. The catalyst is [Br-].C([N+](CCCC)(CCCC)CCCC)CCC.C([O-])(=O)C.[Pd+2].C([O-])(=O)C.O. The product is [Cl:9][C:10]1[CH:11]=[C:12]([C:2]2[O:6][C:5]([CH:7]=[O:8])=[CH:4][CH:3]=2)[CH:13]=[C:14]([Cl:16])[CH:15]=1. The yield is 0.279. (5) The reactants are [CH3:1][N:2]1[CH:6]=[CH:5][C:4]([NH2:7])=[N:3]1.CCN(C(C)C)C(C)C.[C:17]([O:21][C:22]([NH:24][C:25]1([CH:31]([OH:35])[C:32](O)=[O:33])[CH2:28][C:27]([F:30])([F:29])[CH2:26]1)=[O:23])([CH3:20])([CH3:19])[CH3:18].CN(C(ON1N=NC2C=CC=NC1=2)=[N+](C)C)C.F[P-](F)(F)(F)(F)F. The catalyst is CN(C=O)C. The product is [C:17]([O:21][C:22](=[O:23])[NH:24][C:25]1([CH:31]([OH:35])[C:32](=[O:33])[NH:7][C:4]2[CH:5]=[CH:6][N:2]([CH3:1])[N:3]=2)[CH2:28][C:27]([F:29])([F:30])[CH2:26]1)([CH3:20])([CH3:18])[CH3:19]. The yield is 0.920.